Dataset: Catalyst prediction with 721,799 reactions and 888 catalyst types from USPTO. Task: Predict which catalyst facilitates the given reaction. The catalyst class is: 227. Reactant: [NH2:1][C:2]1[C:7]([N+:8]([O-])=O)=[C:6]([O:11][CH2:12][CH2:13][C:14]2[CH:19]=[CH:18][CH:17]=[CH:16][CH:15]=2)[CH:5]=[CH:4][N:3]=1.O.NN. Product: [NH2:1][C:2]1[C:7]([NH2:8])=[C:6]([O:11][CH2:12][CH2:13][C:14]2[CH:15]=[CH:16][CH:17]=[CH:18][CH:19]=2)[CH:5]=[CH:4][N:3]=1.